Dataset: Full USPTO retrosynthesis dataset with 1.9M reactions from patents (1976-2016). Task: Predict the reactants needed to synthesize the given product. Given the product [CH3:16][C:15]1[N+:2]([O-:1])=[C:3]([C:4]2[CH:9]=[CH:8][CH:7]=[CH:6][CH:5]=2)[N:10]=[CH:13][CH:14]=1, predict the reactants needed to synthesize it. The reactants are: [OH:1]/[N:2]=[C:3](/[NH2:10])\[C:4]1[CH:9]=[CH:8][CH:7]=[CH:6][CH:5]=1.CO[CH:13](OC)[CH2:14][C:15](=O)[CH3:16].C(O)(C(F)(F)F)=O.